Dataset: Full USPTO retrosynthesis dataset with 1.9M reactions from patents (1976-2016). Task: Predict the reactants needed to synthesize the given product. Given the product [F:1][C:2]1[N:7]=[C:6]([NH:8][C:9]([C:11]2[C:20]3[C:15](=[CH:16][CH:17]=[CH:18][CH:19]=3)[N:14]=[C:13]([C:21]3[CH:22]=[CH:23][C:24]([OH:27])=[CH:25][CH:26]=3)[CH:12]=2)=[O:10])[CH:5]=[CH:4][CH:3]=1, predict the reactants needed to synthesize it. The reactants are: [F:1][C:2]1[N:7]=[C:6]([NH:8][C:9]([C:11]2[C:20]3[C:15](=[CH:16][CH:17]=[CH:18][CH:19]=3)[N:14]=[C:13]([C:21]3[CH:26]=[CH:25][C:24]([O:27]C)=[CH:23][CH:22]=3)[CH:12]=2)=[O:10])[CH:5]=[CH:4][CH:3]=1.FC1N=C(NC(C2C3C(=CC=CC=3)N=C(C3C=CC(OC)=C(OC)C=3)C=2)=O)C=CC=1.B(Br)(Br)Br.[OH-].[Na+].